From a dataset of Full USPTO retrosynthesis dataset with 1.9M reactions from patents (1976-2016). Predict the reactants needed to synthesize the given product. (1) Given the product [CH3:11][C:9]1[N:8]([CH:12]2[CH2:17][CH2:16][CH2:15][CH2:14][O:13]2)[N:7]=[C:6]([NH:5][C:3](=[O:4])[CH2:2][NH:30][C:21]2[CH:20]=[C:19]([CH3:18])[N:23]([CH:24]3[CH2:29][CH2:28][CH2:27][CH2:26][O:25]3)[N:22]=2)[CH:10]=1, predict the reactants needed to synthesize it. The reactants are: Br[CH2:2][C:3]([NH:5][C:6]1[CH:10]=[C:9]([CH3:11])[N:8]([CH:12]2[CH2:17][CH2:16][CH2:15][CH2:14][O:13]2)[N:7]=1)=[O:4].[CH3:18][C:19]1[N:23]([CH:24]2[CH2:29][CH2:28][CH2:27][CH2:26][O:25]2)[N:22]=[C:21]([NH2:30])[CH:20]=1.C(=O)([O-])[O-].[K+].[K+]. (2) The reactants are: I[C:2]1[CH:3]=[C:4]([C:12]2[S:13][C:14]([C:17]3[CH:22]=[CH:21][C:20]([Br:23])=[CH:19][C:18]=3[CH3:24])=[N:15][N:16]=2)[CH:5]=[CH:6][C:7]=1[O:8][CH:9]([CH3:11])[CH3:10].[CH3:25][N:26](C=O)C. Given the product [C:25]([C:2]1[CH:3]=[C:4]([C:12]2[S:13][C:14]([C:17]3[CH:22]=[CH:21][C:20]([Br:23])=[CH:19][C:18]=3[CH3:24])=[N:15][N:16]=2)[CH:5]=[CH:6][C:7]=1[O:8][CH:9]([CH3:11])[CH3:10])#[N:26], predict the reactants needed to synthesize it. (3) Given the product [CH3:2][O:3][C:4](=[O:38])[C:5]1[CH:6]=[CH:7][C:8]([O:11][C:12]2[CH:13]=[CH:14][C:15]([CH2:18][C@@H:19]([C:20]3[N:21]([CH2:33][CH2:34][CH2:35][CH3:36])[CH:22]=[C:23]([C:25]4[CH:30]=[CH:29][C:28]([Cl:31])=[CH:27][C:26]=4[Cl:32])[N:24]=3)[NH:37][C:39](=[O:45])[CH2:40][CH2:41][C:42]([OH:44])=[O:43])=[CH:16][CH:17]=2)=[CH:9][CH:10]=1, predict the reactants needed to synthesize it. The reactants are: Cl.[CH3:2][O:3][C:4](=[O:38])[C:5]1[CH:10]=[CH:9][C:8]([O:11][C:12]2[CH:17]=[CH:16][C:15]([CH2:18][C@H:19]([NH2:37])[C:20]3[N:21]([CH2:33][CH2:34][CH2:35][CH3:36])[CH:22]=[C:23]([C:25]4[CH:30]=[CH:29][C:28]([Cl:31])=[CH:27][C:26]=4[Cl:32])[N:24]=3)=[CH:14][CH:13]=2)=[CH:7][CH:6]=1.[C:39]1(=[O:45])[O:44][C:42](=[O:43])[CH2:41][CH2:40]1.CCN(C(C)C)C(C)C.C(O)(=O)CC(CC(O)=O)(C(O)=O)O.